This data is from Reaction yield outcomes from USPTO patents with 853,638 reactions. The task is: Predict the reaction yield, written as a fraction of the theoretical maximum amount of product (1.0 means a 100% yield; for example, 0.34 means a 34% yield). (1) The reactants are [Cl:1][C:2]1[N:3]=[C:4]([N:12]2[CH2:17][CH2:16][O:15][CH2:14][CH2:13]2)[C:5]2[S:10][CH:9]=[C:8]([CH3:11])[C:6]=2[N:7]=1.ClC1N=C(N2CCOCC2)C2SC=CC=2N=1.C(OC(C1SC=C(C)C=1N)=O)C.[Li]CCCC.[I:51]I. The catalyst is C1COCC1. The product is [Cl:1][C:2]1[N:3]=[C:4]([N:12]2[CH2:13][CH2:14][O:15][CH2:16][CH2:17]2)[C:5]2[S:10][C:9]([I:51])=[C:8]([CH3:11])[C:6]=2[N:7]=1. The yield is 0.840. (2) The yield is 0.710. The catalyst is O1CCCC1. The product is [CH3:13][O:14][C:15]([C:17]1([CH:23]([OH:25])[CH3:24])[CH2:22][O:21][CH2:20][CH2:19][O:18]1)=[O:16]. The reactants are C(NC(C)C)(C)C.C([Li])CCC.[CH3:13][O:14][C:15]([CH:17]1[CH2:22][O:21][CH2:20][CH2:19][O:18]1)=[O:16].[CH:23](=[O:25])[CH3:24]. (3) The reactants are [NH2:1][C:2]1[N:7]=[CH:6][N:5]=[C:4]2[N:8]([CH:19]([C:21]3[O:22][C:23]4[C:28]([C:29](=[O:37])[C:30]=3[C:31]3[CH:36]=[CH:35][CH:34]=[CH:33][CH:32]=3)=[CH:27][CH:26]=[CH:25][CH:24]=4)[CH3:20])[N:9]=[C:10]([C:11]3[CH:16]=[CH:15][CH:14]=[C:13]([O:17]C)[CH:12]=3)[C:3]=12. The catalyst is ClCCl.B(Br)(Br)Br. The product is [NH2:1][C:2]1[N:7]=[CH:6][N:5]=[C:4]2[N:8]([CH:19]([C:21]3[O:22][C:23]4[C:28]([C:29](=[O:37])[C:30]=3[C:31]3[CH:32]=[CH:33][CH:34]=[CH:35][CH:36]=3)=[CH:27][CH:26]=[CH:25][CH:24]=4)[CH3:20])[N:9]=[C:10]([C:11]3[CH:16]=[CH:15][CH:14]=[C:13]([OH:17])[CH:12]=3)[C:3]=12. The yield is 0.560.